From a dataset of Reaction yield outcomes from USPTO patents with 853,638 reactions. Predict the reaction yield, written as a fraction of the theoretical maximum amount of product (1.0 means a 100% yield; for example, 0.34 means a 34% yield). (1) The reactants are O1CCCOB1[C:7]1[CH:14]=[CH:13][CH:12]=[CH:11][C:8]=1[C:9]#[N:10].Br[C:16]1[CH:22]=[C:21]([C:23]([CH3:26])([CH3:25])[CH3:24])[CH:20]=[CH:19][C:17]=1[NH2:18].C([O-])([O-])=O.[K+].[K+].C1(C)C=CC=CC=1. The catalyst is [Pd].C1(P(C2C=CC=CC=2)C2C=CC=CC=2)C=CC=CC=1.C1(P(C2C=CC=CC=2)C2C=CC=CC=2)C=CC=CC=1.C1(P(C2C=CC=CC=2)C2C=CC=CC=2)C=CC=CC=1.C1(P(C2C=CC=CC=2)C2C=CC=CC=2)C=CC=CC=1.C(O)C. The product is [C:23]([C:21]1[CH:22]=[CH:16][C:17]2[C:19](=[C:7]3[C:8](=[C:9]([NH2:10])[N:18]=2)[CH:11]=[CH:12][CH:13]=[CH:14]3)[CH:20]=1)([CH3:26])([CH3:24])[CH3:25]. The yield is 0.355. (2) The reactants are [CH:1]([S:4][C:5]1[CH:13]=[CH:12][C:8]([C:9](O)=[O:10])=[C:7]([O:14][CH:15]2[CH2:20][CH2:19][N:18]([C:21]([O:23][C:24]([CH3:27])([CH3:26])[CH3:25])=[O:22])[CH2:17][CH2:16]2)[CH:6]=1)([CH3:3])[CH3:2].[NH2:28][C:29]1[C:30]([C:35]([NH:37][C:38]2[CH:43]=[CH:42][C:41]([Cl:44])=[CH:40][N:39]=2)=[O:36])=[N:31][CH:32]=[CH:33][CH:34]=1. No catalyst specified. The product is [CH:1]([S:4][C:5]1[CH:13]=[CH:12][C:8]([C:9]([NH:28][C:29]2[C:30]([C:35]([NH:37][C:38]3[CH:43]=[CH:42][C:41]([Cl:44])=[CH:40][N:39]=3)=[O:36])=[N:31][CH:32]=[CH:33][CH:34]=2)=[O:10])=[C:7]([O:14][CH:15]2[CH2:20][CH2:19][N:18]([C:21]([O:23][C:24]([CH3:27])([CH3:25])[CH3:26])=[O:22])[CH2:17][CH2:16]2)[CH:6]=1)([CH3:3])[CH3:2]. The yield is 0.280. (3) The reactants are Br[C:2]1[N:3]=[CH:4][C:5]([CH3:8])=[N:6][CH:7]=1.[CH2:9](C([Sn])=C(CCCC)CCCC)[CH2:10]CC. The catalyst is CN(C=O)C.C1COCC1.O.C1C=CC([P]([Pd]([P](C2C=CC=CC=2)(C2C=CC=CC=2)C2C=CC=CC=2)([P](C2C=CC=CC=2)(C2C=CC=CC=2)C2C=CC=CC=2)[P](C2C=CC=CC=2)(C2C=CC=CC=2)C2C=CC=CC=2)(C2C=CC=CC=2)C2C=CC=CC=2)=CC=1. The product is [CH3:8][C:5]1[CH:4]=[N:3][C:2]([CH:9]=[CH2:10])=[CH:7][N:6]=1. The yield is 0.710.